The task is: Predict the product of the given reaction.. This data is from Forward reaction prediction with 1.9M reactions from USPTO patents (1976-2016). (1) Given the reactants B(Br)(Br)Br.[Cl:5][C:6]1[CH:11]=[CH:10][C:9]([CH2:12][CH2:13][CH2:14][CH2:15][O:16]C)=[C:8]([N+:18]([O-:20])=[O:19])[CH:7]=1, predict the reaction product. The product is: [Cl:5][C:6]1[CH:11]=[CH:10][C:9]([CH2:12][CH2:13][CH2:14][CH2:15][OH:16])=[C:8]([N+:18]([O-:20])=[O:19])[CH:7]=1. (2) Given the reactants [NH:1]1[C:9]2[C:4](=[CH:5][C:6]([C:10]([O:12][CH3:13])=[O:11])=[CH:7][CH:8]=2)[CH:3]=[CH:2]1.[Cl-].C([Al+]CC)C.[C:20](Cl)(=[O:22])[CH3:21].C(O)(=O)CC(CC(O)=O)(C(O)=O)O, predict the reaction product. The product is: [C:20]([C:3]1[C:4]2[C:9](=[CH:8][CH:7]=[C:6]([C:10]([O:12][CH3:13])=[O:11])[CH:5]=2)[NH:1][CH:2]=1)(=[O:22])[CH3:21]. (3) Given the reactants F[C:2]1[CH:3]=[C:4]([C:8](=O)[CH2:9][CH2:10][CH3:11])[CH:5]=[CH:6][CH:7]=1.C([O-])(=O)C.[NH4+:17].C([BH3-])#N.[Na+].[ClH:22], predict the reaction product. The product is: [Cl:22][C:2]1[CH:3]=[C:4]([CH:8]([NH2:17])[CH2:9][CH2:10][CH3:11])[CH:5]=[CH:6][CH:7]=1. (4) The product is: [Cl:1][C:2]1[CH:3]=[C:4]([N:9]2[C:15](=[O:16])[CH2:14][NH:13][C:10]2=[S:11])[CH:5]=[C:6]([Cl:8])[CH:7]=1. Given the reactants [Cl:1][C:2]1[CH:3]=[C:4]([N:9]=[C:10]=[S:11])[CH:5]=[C:6]([Cl:8])[CH:7]=1.Cl.[NH2:13][CH2:14][C:15](OCC)=[O:16], predict the reaction product.